This data is from Catalyst prediction with 721,799 reactions and 888 catalyst types from USPTO. The task is: Predict which catalyst facilitates the given reaction. (1) Reactant: [F:1][C:2]1[CH:3]=[C:4]([C:8]2[N:13]=[CH:12][C:11]([C:14]([OH:16])=O)=[CH:10][N:9]=2)[CH:5]=[CH:6][CH:7]=1.C(C1NC=CN=1)(C1NC=CN=1)=O.[C:29]([O:33][C:34](=[O:45])[NH:35][CH2:36][C:37]1[CH:42]=[CH:41][CH:40]=[C:39]([CH2:43][NH2:44])[CH:38]=1)([CH3:32])([CH3:31])[CH3:30]. Product: [C:29]([O:33][C:34](=[O:45])[NH:35][CH2:36][C:37]1[CH:42]=[CH:41][CH:40]=[C:39]([CH2:43][NH:44][C:14]([C:11]2[CH:12]=[N:13][C:8]([C:4]3[CH:5]=[CH:6][CH:7]=[C:2]([F:1])[CH:3]=3)=[N:9][CH:10]=2)=[O:16])[CH:38]=1)([CH3:32])([CH3:30])[CH3:31]. The catalyst class is: 49. (2) Reactant: [N:1]1([CH2:6][C:7]2[S:15][C:14]3[CH2:13][CH2:12][N:11](C(OC(C)(C)C)=O)[CH2:10][C:9]=3[CH:8]=2)[CH2:5][CH2:4][CH2:3][CH2:2]1.FC(F)(F)C(O)=O. Product: [N:1]1([CH2:6][C:7]2[S:15][C:14]3[CH2:13][CH2:12][NH:11][CH2:10][C:9]=3[CH:8]=2)[CH2:5][CH2:4][CH2:3][CH2:2]1. The catalyst class is: 4. (3) Reactant: [CH3:1][O:2][C:3]1[CH:4]=[C:5]([NH:11][C@H:12]([C:14]([OH:16])=[O:15])[CH3:13])[CH:6]=[C:7]([O:9][CH3:10])[CH:8]=1.COC1C=C([CH:23]=[C:24](OC)[CH:25]=1)N.Cl[CH:29](C)C(O)=O.Cl[Si](C)(C)C. Product: [CH2:29]([O:15][C:14](=[O:16])[C@H:12]([CH3:13])[NH:11][C:5]1[CH:6]=[C:7]([O:9][CH3:10])[CH:8]=[C:3]([O:2][CH3:1])[CH:4]=1)[CH:24]([CH3:23])[CH3:25]. The catalyst class is: 619. (4) Reactant: CC([O:5]O)(C)C.[C:7]1(=[CH:13][CH2:14][OH:15])[CH2:12][CH2:11][CH2:10][CH2:9][CH2:8]1. Product: [O:5]1[C:7]2([CH2:12][CH2:11][CH2:10][CH2:9][CH2:8]2)[C@@H:13]1[CH2:14][OH:15]. The catalyst class is: 2. (5) Reactant: [NH2:1][C:2]1[CH:7]=[CH:6][C:5]([NH:8][C:9](=[O:28])[NH:10][C:11]2[CH:27]=[CH:26][C:14]([O:15][C:16]3[CH:21]=[CH:20][N:19]=[C:18]([C:22]([NH:24][CH3:25])=[O:23])[CH:17]=3)=[CH:13][CH:12]=2)=[CH:4][C:3]=1[C:29]([F:32])([F:31])[F:30].CCN(CC)CC.[Cl:40][CH:41]([CH3:45])[C:42](Cl)=[O:43]. Product: [Cl:40][CH:41]([CH3:45])[C:42]([NH:1][C:2]1[CH:7]=[CH:6][C:5]([NH:8][C:9](=[O:28])[NH:10][C:11]2[CH:27]=[CH:26][C:14]([O:15][C:16]3[CH:21]=[CH:20][N:19]=[C:18]([C:22]([NH:24][CH3:25])=[O:23])[CH:17]=3)=[CH:13][CH:12]=2)=[CH:4][C:3]=1[C:29]([F:32])([F:30])[F:31])=[O:43]. The catalyst class is: 56. (6) Reactant: O.O.[Sn](Cl)Cl.Cl.[C:7]([C:11]1(O)[N:15]([CH2:16][C:17]2[CH:22]=[CH:21][C:20]([N+:23]([O-])=O)=[C:19]([CH3:26])[CH:18]=2)[N:14]=[C:13]([C:27]([F:33])([F:32])[C:28]([F:31])([F:30])[F:29])[NH:12]1)([CH3:10])([CH3:9])[CH3:8].[OH-].[Na+]. Product: [C:7]([C:11]1[N:15]([CH2:16][C:17]2[CH:22]=[CH:21][C:20]([NH2:23])=[C:19]([CH3:26])[CH:18]=2)[N:14]=[C:13]([C:27]([F:32])([F:33])[C:28]([F:31])([F:29])[F:30])[N:12]=1)([CH3:10])([CH3:8])[CH3:9]. The catalyst class is: 8. (7) Product: [CH2:1]([O:8][C:9]1[CH:14]=[CH:13][N:12]=[C:11]([NH:16][NH2:17])[CH:10]=1)[C:2]1[CH:7]=[CH:6][CH:5]=[CH:4][CH:3]=1. Reactant: [CH2:1]([O:8][C:9]1[CH:14]=[CH:13][N:12]=[C:11](Cl)[CH:10]=1)[C:2]1[CH:7]=[CH:6][CH:5]=[CH:4][CH:3]=1.[NH2:16][NH2:17]. The catalyst class is: 17. (8) Reactant: Cl[C:2]1[CH:7]=[C:6]([C:8]#[N:9])[CH:5]=[CH:4][N:3]=1.C(=O)(O)[O-].[Na+].[N:15]1C=CC=CC=1. Product: [NH2:15][C:2]1[CH:7]=[C:6]([CH:5]=[CH:4][N:3]=1)[C:8]#[N:9]. The catalyst class is: 2. (9) The catalyst class is: 3. Reactant: F[C:2]1[CH:19]=[CH:18][C:5]([C:6]([NH:8][CH2:9][CH2:10][CH2:11][N:12]2[CH2:16][CH2:15][CH2:14][C:13]2=[O:17])=[O:7])=[CH:4][C:3]=1[N+:20]([O-:22])=[O:21].C([O-])([O-])=O.[K+].[K+].[C:29]1([CH3:41])[CH:34]=[CH:33][CH:32]=[CH:31][C:30]=1[N:35]1[CH2:40][CH2:39][NH:38][CH2:37][CH2:36]1. Product: [N+:20]([C:3]1[CH:4]=[C:5]([CH:18]=[CH:19][C:2]=1[N:38]1[CH2:39][CH2:40][N:35]([C:30]2[CH:31]=[CH:32][CH:33]=[CH:34][C:29]=2[CH3:41])[CH2:36][CH2:37]1)[C:6]([NH:8][CH2:9][CH2:10][CH2:11][N:12]1[CH2:16][CH2:15][CH2:14][C:13]1=[O:17])=[O:7])([O-:22])=[O:21].